Dataset: Forward reaction prediction with 1.9M reactions from USPTO patents (1976-2016). Task: Predict the product of the given reaction. (1) Given the reactants [CH2:1]([C:3]1[CH:18]=[C:17]([C:19]2[N:23]=[C:22]([C:24]3[CH:29]=[C:28]([CH3:30])[N:27]=[C:26]([NH:31][CH2:32][CH3:33])[N:25]=3)[O:21][N:20]=2)[CH:16]=[C:15]([CH3:34])[C:4]=1[O:5][CH2:6][C@@H:7]([OH:14])[CH2:8][NH:9][C:10](=[O:13])[CH2:11][OH:12])C.[CH:35](NC1N=C(C(O)=O)C=C(C)N=1)(C)C.OCC(NCC(O)COC1C(C)=CC(C(=N)NO)=CC=1C)=O, predict the reaction product. The product is: [CH:32]([NH:31][C:26]1[N:25]=[C:24]([C:22]2[O:21][N:20]=[C:19]([C:17]3[CH:16]=[C:15]([CH3:34])[C:4]([O:5][CH2:6][CH:7]([OH:14])[CH2:8][NH:9][C:10](=[O:13])[CH2:11][OH:12])=[C:3]([CH3:1])[CH:18]=3)[N:23]=2)[CH:29]=[C:28]([CH3:30])[N:27]=1)([CH3:33])[CH3:35]. (2) Given the reactants [CH3:1][O:2][C:3]1[CH2:7][CH2:6][C:5](=[O:8])[CH:4]=1.[Br:9]N1C(=O)CCC1=O, predict the reaction product. The product is: [Br:9][C:4]1[C:5](=[O:8])[CH2:6][CH2:7][C:3]=1[O:2][CH3:1]. (3) Given the reactants [F:1][C:2]1[CH:10]=[CH:9][CH:8]=[C:7]([C:11]([F:14])([F:13])[F:12])[C:3]=1C(O)=O.P(Cl)(Cl)(Cl)(Cl)Cl.[N-:21]=[N+]=[N-].[Na+].[NH2:25][C:26]1[CH:31]=[CH:30][C:29]([C:32]2[CH:40]=[CH:39][C:38]([C:41]3[NH:42][C:43]([CH3:46])=[CH:44][N:45]=3)=[C:37]3[C:33]=2[CH2:34][NH:35][C:36]3=[O:47])=[C:28]([F:48])[CH:27]=1.C([O:51][CH2:52]C)C, predict the reaction product. The product is: [F:48][C:28]1[CH:27]=[C:26]([NH:25][C:52]([NH:21][C:3]2[C:7]([C:11]([F:12])([F:13])[F:14])=[CH:8][CH:9]=[CH:10][C:2]=2[F:1])=[O:51])[CH:31]=[CH:30][C:29]=1[C:32]1[CH:40]=[CH:39][C:38]([C:41]2[NH:42][C:43]([CH3:46])=[CH:44][N:45]=2)=[C:37]2[C:33]=1[CH2:34][NH:35][C:36]2=[O:47]. (4) Given the reactants C1CCN2C(=NCCC2)CC1.[O:12]1[C:16]2([CH2:21][CH2:20][C:19](=O)[CH2:18][CH2:17]2)[O:15][CH2:14][CH2:13]1.[CH3:23][O:24][C:25](=[O:44])[CH:26](P(OC)(OC)=O)[NH:27][C:28]([O:30][CH2:31][C:32]1[CH:37]=[CH:36][CH:35]=[CH:34][CH:33]=1)=[O:29], predict the reaction product. The product is: [O:12]1[C:16]2([CH2:21][CH2:20][C:19](=[C:26]([NH:27][C:28]([O:30][CH2:31][C:32]3[CH:33]=[CH:34][CH:35]=[CH:36][CH:37]=3)=[O:29])[C:25]([O:24][CH3:23])=[O:44])[CH2:18][CH2:17]2)[O:15][CH2:14][CH2:13]1. (5) Given the reactants [F:1][C:2]1[CH:7]=[C:6]([F:8])[CH:5]=[CH:4][C:3]=1/[CH:9]=[CH:10]/[C:11]1[CH:16]=[CH:15][C:14]([S:17]([C:20]2[CH:27]=[CH:26][C:23]([C:24]#[N:25])=[CH:22][CH:21]=2)(=[O:19])=[O:18])=[CH:13][CH:12]=1.C(=O)([O-])[O-:29].[K+].[K+].OO.S([O-])([O-])=O.[Na+].[Na+], predict the reaction product. The product is: [F:1][C:2]1[CH:7]=[C:6]([F:8])[CH:5]=[CH:4][C:3]=1/[CH:9]=[CH:10]/[C:11]1[CH:12]=[CH:13][C:14]([S:17]([C:20]2[CH:27]=[CH:26][C:23]([C:24]([NH2:25])=[O:29])=[CH:22][CH:21]=2)(=[O:18])=[O:19])=[CH:15][CH:16]=1. (6) The product is: [Cl:1][C:2]1[CH:7]=[C:6]([Cl:8])[CH:5]=[CH:4][C:3]=1[C:9]1[N:14]=[C:13]([N:15]([CH2:16][CH:17]([CH3:19])[CH3:18])[C:61](=[O:64])[CH2:62][CH3:63])[C:12]([C:20]#[N:21])=[CH:11][C:10]=1[C:22]1[CH:23]=[CH:24][C:25]([Cl:28])=[CH:26][CH:27]=1. Given the reactants [Cl:1][C:2]1[CH:7]=[C:6]([Cl:8])[CH:5]=[CH:4][C:3]=1[C:9]1[N:14]=[C:13]([NH:15][CH2:16][CH:17]([CH3:19])[CH3:18])[C:12]([C:20]#[N:21])=[CH:11][C:10]=1[C:22]1[CH:27]=[CH:26][C:25]([Cl:28])=[CH:24][CH:23]=1.ClC1C(C#N)=CC(C2C=CC(Cl)=CC=2)=C(C2C=CC(Cl)=CC=2Cl)N=1.C(N)C(C)C.C[Mg+].[Br-].[C:61](Cl)(=[O:64])[CH2:62][CH3:63], predict the reaction product. (7) Given the reactants [CH2:1]([C:4]1[C:8]([CH2:9][CH2:10][CH2:11][OH:12])=[CH:7][N:6]([C:13]2[CH:18]=[CH:17][C:16]([C:19]([F:22])([F:21])[F:20])=[CH:15][N:14]=2)[N:5]=1)[CH2:2][CH3:3].O[C:24]1[C:29]([CH:30]([CH3:32])[CH3:31])=[CH:28][CH:27]=[CH:26][C:25]=1[CH2:33][C:34]([O:36][CH3:37])=[O:35].C(P(CCCC)CCCC)CCC.N(C(N1CCCCC1)=O)=NC(N1CCCCC1)=O, predict the reaction product. The product is: [CH:30]([C:29]1[C:24]([O:12][CH2:11][CH2:10][CH2:9][C:8]2[C:4]([CH2:1][CH2:2][CH3:3])=[N:5][N:6]([C:13]3[CH:18]=[CH:17][C:16]([C:19]([F:21])([F:20])[F:22])=[CH:15][N:14]=3)[CH:7]=2)=[C:25]([CH2:33][C:34]([O:36][CH3:37])=[O:35])[CH:26]=[CH:27][CH:28]=1)([CH3:32])[CH3:31]. (8) Given the reactants [NH2:1][C@H:2]([CH:6]([CH3:8])[CH3:7])[C:3]([NH2:5])=[O:4].[Cl:9][C:10]1[N:15]=[C:14](Cl)[C:13]([Cl:17])=[CH:12][N:11]=1.C([O-])([O-])=O.[K+].[K+], predict the reaction product. The product is: [Cl:9][C:10]1[N:15]=[C:14]([NH:1][C@H:2]([CH:6]([CH3:8])[CH3:7])[C:3]([NH2:5])=[O:4])[C:13]([Cl:17])=[CH:12][N:11]=1. (9) Given the reactants [Br:1][C:2]1[CH:7]=[CH:6][C:5]([S:8](Cl)(=[O:10])=[O:9])=[CH:4][CH:3]=1.[C:12]1([O:18][CH3:19])[CH:17]=[CH:16][CH:15]=[CH:14][CH:13]=1, predict the reaction product. The product is: [Br:1][C:2]1[CH:7]=[CH:6][C:5]([S:8]([C:15]2[CH:16]=[CH:17][C:12]([O:18][CH3:19])=[CH:13][CH:14]=2)(=[O:10])=[O:9])=[CH:4][CH:3]=1.